From a dataset of Catalyst prediction with 721,799 reactions and 888 catalyst types from USPTO. Predict which catalyst facilitates the given reaction. Reactant: CS([O:5][S:6]([CH3:9])(=[O:8])=[O:7])(=O)=O.[Cl:10][C:11]1[N:12]=[C:13]([CH:16]([C:22]2[NH:23][C:24]([C:35]3[CH:40]=[CH:39][CH:38]=[C:37]([F:41])[CH:36]=3)=[C:25]3[C:30](=[O:31])[N:29]([CH3:32])[C:28](=[O:33])[N:27]([CH3:34])[C:26]=23)[CH:17]([CH2:20]O)[CH2:18]O)[S:14][CH:15]=1.C(N(CC)CC)C. Product: [CH3:9][S:6]([O:5][CH2:20][C:17]([CH:16]([C:13]1[S:14][CH:15]=[C:11]([Cl:10])[N:12]=1)[C:22]1[NH:23][C:24]([C:35]2[CH:40]=[CH:39][CH:38]=[C:37]([F:41])[CH:36]=2)=[C:25]2[C:30](=[O:31])[N:29]([CH3:32])[C:28](=[O:33])[N:27]([CH3:34])[C:26]=12)=[CH2:18])(=[O:7])=[O:8]. The catalyst class is: 2.